Task: Predict the reaction yield, written as a fraction of the theoretical maximum amount of product (1.0 means a 100% yield; for example, 0.34 means a 34% yield).. Dataset: Reaction yield outcomes from USPTO patents with 853,638 reactions (1) The reactants are [NH2:1][C@@H:2]1[C:11]2[C:6](=[CH:7][CH:8]=[CH:9][CH:10]=2)[C@H:5]([OH:12])[CH2:4][CH2:3]1.[H-].[Na+].[Cl:15][C:16]1[CH:21]=[CH:20][CH:19]=[C:18]([Cl:22])[C:17]=1[C:23]1[N:27]2[CH:28]=[C:29](F)[CH:30]=[CH:31][C:26]2=[N:25][N:24]=1. The catalyst is CN(C=O)C. The product is [Cl:22][C:18]1[CH:19]=[CH:20][CH:21]=[C:16]([Cl:15])[C:17]=1[C:23]1[N:27]2[CH:28]=[C:29]([O:12][C@H:5]3[C:6]4[C:11](=[CH:10][CH:9]=[CH:8][CH:7]=4)[C@@H:2]([NH2:1])[CH2:3][CH2:4]3)[CH:30]=[CH:31][C:26]2=[N:25][N:24]=1. The yield is 0.330. (2) The reactants are [N:1]1[CH:2]=[CH:3][N:4]2[CH:9]=[C:8]([C:10]([O:12]C)=[O:11])[CH:7]=[N:6][C:5]=12.[OH-].[Na+].Cl. The catalyst is O. The product is [N:1]1[CH:2]=[CH:3][N:4]2[CH:9]=[C:8]([C:10]([OH:12])=[O:11])[CH:7]=[N:6][C:5]=12. The yield is 0.790. (3) The reactants are [OH:1][C:2]1([C:14]2[CH:19]=[CH:18][C:17](OS(OC(F)(F)F)=O)=[CH:16][CH:15]=2)[CH2:6][CH2:5][CH2:4][CH:3]1[NH:7][S:8]([CH:11]([CH3:13])[CH3:12])(=[O:10])=[O:9].[F:28][C:29]1[CH:30]=[C:31](B(O)O)[CH:32]=[C:33]([F:35])[CH:34]=1.C(=O)([O-])[O-].[Na+].[Na+].O. The catalyst is O1CCOCC1. The product is [F:28][C:29]1[CH:30]=[C:31]([C:17]2[CH:16]=[CH:15][C:14]([C:2]3([OH:1])[CH2:6][CH2:5][CH2:4][CH:3]3[NH:7][S:8]([CH:11]([CH3:12])[CH3:13])(=[O:10])=[O:9])=[CH:19][CH:18]=2)[CH:32]=[C:33]([F:35])[CH:34]=1. The yield is 0.150.